Dataset: NCI-60 drug combinations with 297,098 pairs across 59 cell lines. Task: Regression. Given two drug SMILES strings and cell line genomic features, predict the synergy score measuring deviation from expected non-interaction effect. (1) Drug 1: C1=CC(=CC=C1CCCC(=O)O)N(CCCl)CCCl. Drug 2: CN1C2=C(C=C(C=C2)N(CCCl)CCCl)N=C1CCCC(=O)O.Cl. Cell line: HT29. Synergy scores: CSS=1.08, Synergy_ZIP=-6.79, Synergy_Bliss=-5.54, Synergy_Loewe=-13.4, Synergy_HSA=-6.54. (2) Drug 1: C1=CC=C(C=C1)NC(=O)CCCCCCC(=O)NO. Drug 2: CC(C)(C#N)C1=CC(=CC(=C1)CN2C=NC=N2)C(C)(C)C#N. Cell line: NCIH23. Synergy scores: CSS=0.658, Synergy_ZIP=-0.433, Synergy_Bliss=-1.90, Synergy_Loewe=-1.84, Synergy_HSA=-3.61. (3) Drug 1: N.N.Cl[Pt+2]Cl. Drug 2: CC1C(C(CC(O1)OC2CC(CC3=C2C(=C4C(=C3O)C(=O)C5=CC=CC=C5C4=O)O)(C(=O)C)O)N)O. Cell line: MOLT-4. Synergy scores: CSS=39.2, Synergy_ZIP=5.57, Synergy_Bliss=2.25, Synergy_Loewe=-41.0, Synergy_HSA=-4.02. (4) Drug 1: CCCCC(=O)OCC(=O)C1(CC(C2=C(C1)C(=C3C(=C2O)C(=O)C4=C(C3=O)C=CC=C4OC)O)OC5CC(C(C(O5)C)O)NC(=O)C(F)(F)F)O. Drug 2: CC1CCC2CC(C(=CC=CC=CC(CC(C(=O)C(C(C(=CC(C(=O)CC(OC(=O)C3CCCCN3C(=O)C(=O)C1(O2)O)C(C)CC4CCC(C(C4)OC)O)C)C)O)OC)C)C)C)OC. Cell line: HCT-15. Synergy scores: CSS=49.3, Synergy_ZIP=3.27, Synergy_Bliss=-0.0868, Synergy_Loewe=0.811, Synergy_HSA=1.68. (5) Synergy scores: CSS=-1.92, Synergy_ZIP=2.42, Synergy_Bliss=1.50, Synergy_Loewe=-3.27, Synergy_HSA=-3.42. Drug 1: CC1=CC=C(C=C1)C2=CC(=NN2C3=CC=C(C=C3)S(=O)(=O)N)C(F)(F)F. Cell line: NCI-H522. Drug 2: COC1=NC(=NC2=C1N=CN2C3C(C(C(O3)CO)O)O)N. (6) Drug 1: C(=O)(N)NO. Drug 2: CC12CCC3C(C1CCC2OP(=O)(O)O)CCC4=C3C=CC(=C4)OC(=O)N(CCCl)CCCl.[Na+]. Cell line: MDA-MB-435. Synergy scores: CSS=19.6, Synergy_ZIP=-5.24, Synergy_Bliss=-2.78, Synergy_Loewe=-2.32, Synergy_HSA=-1.18. (7) Drug 1: CC12CCC3C(C1CCC2=O)CC(=C)C4=CC(=O)C=CC34C. Drug 2: CNC(=O)C1=NC=CC(=C1)OC2=CC=C(C=C2)NC(=O)NC3=CC(=C(C=C3)Cl)C(F)(F)F. Cell line: HCT116. Synergy scores: CSS=50.3, Synergy_ZIP=0.571, Synergy_Bliss=-0.226, Synergy_Loewe=-6.70, Synergy_HSA=0.657. (8) Drug 1: CNC(=O)C1=CC=CC=C1SC2=CC3=C(C=C2)C(=NN3)C=CC4=CC=CC=N4. Drug 2: C1C(C(OC1N2C=C(C(=O)NC2=O)F)CO)O. Cell line: SF-268. Synergy scores: CSS=11.4, Synergy_ZIP=-7.30, Synergy_Bliss=-14.0, Synergy_Loewe=-22.2, Synergy_HSA=-13.8.